Dataset: NCI-60 drug combinations with 297,098 pairs across 59 cell lines. Task: Regression. Given two drug SMILES strings and cell line genomic features, predict the synergy score measuring deviation from expected non-interaction effect. Drug 1: C1=CC(=CC=C1CCCC(=O)O)N(CCCl)CCCl. Drug 2: CN1C(=O)N2C=NC(=C2N=N1)C(=O)N. Cell line: CAKI-1. Synergy scores: CSS=34.1, Synergy_ZIP=0.614, Synergy_Bliss=-0.313, Synergy_Loewe=-3.52, Synergy_HSA=-1.43.